This data is from Forward reaction prediction with 1.9M reactions from USPTO patents (1976-2016). The task is: Predict the product of the given reaction. The product is: [CH2:18]1[C:5]2([CH2:10][CH2:9][N:8]([C:11]([O:13][C:14]([CH3:17])([CH3:16])[CH3:15])=[O:12])[CH2:7][CH2:6]2)[CH2:4]1. Given the reactants ICI.[CH2:4]=[C:5]1[CH2:10][CH2:9][N:8]([C:11]([O:13][C:14]([CH3:17])([CH3:16])[CH3:15])=[O:12])[CH2:7][CH2:6]1.[CH3:18]C(OC(OC(OC(C)(C)C)=O)=O)(C)C.CCN(C(C)C)C(C)C, predict the reaction product.